Dataset: Forward reaction prediction with 1.9M reactions from USPTO patents (1976-2016). Task: Predict the product of the given reaction. (1) Given the reactants [CH2:1]([OH:4])[C:2]#[CH:3].[H-].[Na+].Cl[C:8]1[S:9][C:10]([CH:13]=[O:14])=[CH:11][N:12]=1.[Cl-].[NH4+], predict the reaction product. The product is: [CH2:1]([O:4][C:8]1[S:9][C:10]([CH:13]=[O:14])=[CH:11][N:12]=1)[C:2]#[CH:3]. (2) Given the reactants [F:1][C:2]1[CH:3]=[CH:4][C:5]([N+:11]([O-:13])=[O:12])=[C:6]([CH:10]=1)[C:7](O)=[O:8].Cl.CN.C[CH2:18][N:19]=C=NCCCN(C)C.C1C=CC2N(O)N=NC=2C=1.C(N(CC)CC)C, predict the reaction product. The product is: [F:1][C:2]1[CH:3]=[CH:4][C:5]([N+:11]([O-:13])=[O:12])=[C:6]([CH:10]=1)[C:7]([NH:19][CH3:18])=[O:8].